Dataset: Reaction yield outcomes from USPTO patents with 853,638 reactions. Task: Predict the reaction yield, written as a fraction of the theoretical maximum amount of product (1.0 means a 100% yield; for example, 0.34 means a 34% yield). (1) The product is [CH2:1]([NH:8][N:9]1[C:17]2[C:12](=[N:13][CH:14]=[C:15]([C:18]3[CH:19]=[N:20][N:21]([CH:23]4[CH2:28][CH2:27][NH:26][CH2:25][CH2:24]4)[CH:22]=3)[CH:16]=2)[CH:11]=[CH:10]1)[C:2]1[CH:3]=[CH:4][CH:5]=[CH:6][CH:7]=1. The yield is 0.510. The catalyst is CO. The reactants are [CH2:1]([NH:8][N:9]1[C:17]2[C:12](=[N:13][CH:14]=[C:15]([C:18]3[CH:19]=[N:20][N:21]([CH:23]4[CH2:28][CH2:27][N:26](C(OC(C)(C)C)=O)[CH2:25][CH2:24]4)[CH:22]=3)[CH:16]=2)[CH:11]=[CH:10]1)[C:2]1[CH:7]=[CH:6][CH:5]=[CH:4][CH:3]=1.Cl. (2) The reactants are [H-].[Na+].[Cl:3][C:4]1[CH:5]=[C:6]([C:10]2[C:14]([CH2:15][OH:16])=[C:13]([CH3:17])[O:12][N:11]=2)[CH:7]=[CH:8][CH:9]=1.Cl[C:19]1[CH:28]=[CH:27][C:22]([C:23]([O:25][CH3:26])=[O:24])=[CH:21][N:20]=1.[Cl-].[Na+]. The catalyst is C1COCC1. The product is [CH3:26][O:25][C:23](=[O:24])[C:22]1[CH:27]=[CH:28][C:19]([O:16][CH2:15][C:14]2[C:10]([C:6]3[CH:7]=[CH:8][CH:9]=[C:4]([Cl:3])[CH:5]=3)=[N:11][O:12][C:13]=2[CH3:17])=[N:20][CH:21]=1. The yield is 0.520. (3) The reactants are CC1C=CC(S(O[CH2:12][C@H:13]2[CH2:15][O:14]2)(=O)=O)=CC=1.C(=O)([O-])[O-].[K+].[K+].[CH2:22]([NH:24][C:25]([C:27]1[CH:28]=[C:29]2[C:34](=[CH:35][C:36]=1[OH:37])[N:33]=[CH:32][CH:31]=[C:30]2[O:38][C:39]1[CH:44]=[CH:43][C:42]([NH:45][C:46]([NH:48][CH3:49])=[O:47])=[C:41]([Cl:50])[CH:40]=1)=[O:26])[CH3:23].[CH2:51]([NH:53][CH2:54][CH3:55])[CH3:52]. The catalyst is O.C(OCC)(=O)C.O1CCCC1.CN(C)C=O. The product is [CH2:22]([NH:24][C:25]([C:27]1[CH:28]=[C:29]2[C:34](=[CH:35][C:36]=1[O:37][CH2:15][C@H:13]([OH:14])[CH2:12][N:53]([CH2:54][CH3:55])[CH2:51][CH3:52])[N:33]=[CH:32][CH:31]=[C:30]2[O:38][C:39]1[CH:44]=[CH:43][C:42]([NH:45][C:46]([NH:48][CH3:49])=[O:47])=[C:41]([Cl:50])[CH:40]=1)=[O:26])[CH3:23]. The yield is 0.493. (4) The reactants are [CH3:1][NH:2][C:3]1[N:8]=CC=C[N:4]=1.Br[CH2:10][C:11]([C:13]1[CH:18]=[CH:17][CH:16]=[CH:15][CH:14]=1)=O.O.NN.O. The catalyst is C(#N)C. The product is [CH3:1][N:2]1[C:11]([C:13]2[CH:18]=[CH:17][CH:16]=[CH:15][CH:14]=2)=[CH:10][N:4]=[C:3]1[NH2:8]. The yield is 0.420. (5) The catalyst is C(Cl)Cl. The reactants are [C:1]([O:5][C:6]([NH:8][C@@H:9]([C:20]1[CH:25]=[CH:24][C:23]([OH:26])=[CH:22][CH:21]=1)[C:10]([O:12][CH2:13][C:14]1[CH:19]=[CH:18][CH:17]=[CH:16][CH:15]=1)=[O:11])=[O:7])([CH3:4])([CH3:3])[CH3:2].N1C=CC=CC=1.[F:33][C:34]([F:47])([F:46])[S:35](O[S:35]([C:34]([F:47])([F:46])[F:33])(=[O:37])=[O:36])(=[O:37])=[O:36]. The yield is 0.920. The product is [C:1]([O:5][C:6]([NH:8][C@@H:9]([C:20]1[CH:25]=[CH:24][C:23]([O:26][S:35]([C:34]([F:47])([F:46])[F:33])(=[O:37])=[O:36])=[CH:22][CH:21]=1)[C:10]([O:12][CH2:13][C:14]1[CH:15]=[CH:16][CH:17]=[CH:18][CH:19]=1)=[O:11])=[O:7])([CH3:4])([CH3:2])[CH3:3]. (6) The reactants are [N+:1]([C:4]1[CH:18]=[CH:17][CH:16]=[CH:15][C:5]=1[O:6][C:7]1[CH:8]=[C:9]([CH:12]=[CH:13][CH:14]=1)[C:10]#[N:11])([O-])=O.Cl[Sn]Cl. The catalyst is CCO. The product is [NH2:1][C:4]1[CH:18]=[CH:17][CH:16]=[CH:15][C:5]=1[O:6][C:7]1[CH:8]=[C:9]([CH:12]=[CH:13][CH:14]=1)[C:10]#[N:11]. The yield is 0.990.